Dataset: Forward reaction prediction with 1.9M reactions from USPTO patents (1976-2016). Task: Predict the product of the given reaction. (1) Given the reactants [C:1]12([C:11]3[CH:16]=[C:15]([CH3:17])[CH:14]=[CH:13][C:12]=3[OH:18])[CH2:10][CH:5]3[CH2:6][CH:7]([CH2:9][CH:3]([CH2:4]3)[CH2:2]1)[CH2:8]2.C([Mg]Br)C.[CH2:23]=[O:24].C(N(CC)CC)C, predict the reaction product. The product is: [C:1]12([C:11]3[CH:16]=[C:15]([CH3:17])[CH:14]=[C:13]([CH:23]=[O:24])[C:12]=3[OH:18])[CH2:8][CH:7]3[CH2:9][CH:3]([CH2:4][CH:5]([CH2:6]3)[CH2:10]1)[CH2:2]2. (2) Given the reactants [Br:1][C:2]1[CH:3]=[CH:4][C:5]([Cl:10])=[C:6]([CH:9]=1)[CH2:7]Cl.[C:11](#[N:13])C, predict the reaction product. The product is: [Br:1][C:2]1[CH:3]=[CH:4][C:5]([Cl:10])=[C:6]([CH2:7][C:11]#[N:13])[CH:9]=1. (3) Given the reactants [CH2:1]([O:3][C:4]([CH:6]1[CH2:11][C:10](=[O:12])[CH:9]=[C:8]([OH:13])[CH2:7]1)=[O:5])[CH3:2].C(N(CC)CC)C.[CH2:21]([C:23]1[CH:31]=[CH:30][C:26]([C:27](Cl)=[O:28])=[CH:25][CH:24]=1)[CH3:22].OC1CCCC(=O)C=1C(=O)C1C=CC(OC)=CC=1, predict the reaction product. The product is: [CH2:21]([C:23]1[CH:31]=[CH:30][C:26]([C:27]([C:9]2[C:10](=[O:12])[CH2:11][CH:6]([C:4]([O:3][CH2:1][CH3:2])=[O:5])[CH2:7][C:8]=2[OH:13])=[O:28])=[CH:25][CH:24]=1)[CH3:22]. (4) Given the reactants [CH3:1][C@@H:2]1[N:7]2[C:8]3[C:17]4[C:12](=[CH:13][C:14](/[CH:18]=[CH:19]/[S:20]([CH3:23])(=[O:22])=[O:21])=[CH:15][CH:16]=4)[N:11]=[CH:10][C:9]=3[N:24]=[C:6]2[CH2:5][O:4][CH2:3]1, predict the reaction product. The product is: [CH3:1][C@@H:2]1[N:7]2[C:8]3[C:17]4[C:12](=[CH:13][C:14]([CH2:18][CH2:19][S:20]([CH3:23])(=[O:21])=[O:22])=[CH:15][CH:16]=4)[N:11]=[CH:10][C:9]=3[N:24]=[C:6]2[CH2:5][O:4][CH2:3]1. (5) Given the reactants [O:1]1[CH2:6][CH2:5][CH2:4][CH2:3][CH:2]1[O:7][NH:8][C:9]([C:11]1[CH:20]=[C:19]2[C:14]([CH2:15][CH2:16][NH:17][CH2:18]2)=[CH:13][CH:12]=1)=[O:10].[C:21](O)(=[O:25])[C:22]#[C:23][CH3:24].C1C=CC2N(O)N=NC=2C=1.C(Cl)CCl, predict the reaction product. The product is: [C:21]([N:17]1[CH2:16][CH2:15][C:14]2[C:19](=[CH:20][C:11]([C:9]([NH:8][O:7][CH:2]3[CH2:3][CH2:4][CH2:5][CH2:6][O:1]3)=[O:10])=[CH:12][CH:13]=2)[CH2:18]1)(=[O:25])[C:22]#[C:23][CH3:24]. (6) Given the reactants C[O:2][C:3](=[O:33])[CH2:4][CH2:5][C:6]1[CH:11]=[C:10]([Br:12])[C:9]([O:13][C:14]2[CH:19]=[C:18](/[CH:20]=[CH:21]/[C:22]3[CH:27]=[CH:26][N:25]=[CH:24][CH:23]=3)[C:17]([OH:28])=[C:16]([CH:29]([CH3:31])[CH3:30])[CH:15]=2)=[C:8]([Br:32])[CH:7]=1, predict the reaction product. The product is: [Br:32][C:8]1[CH:7]=[C:6]([CH2:5][CH2:4][C:3]([OH:33])=[O:2])[CH:11]=[C:10]([Br:12])[C:9]=1[O:13][C:14]1[CH:19]=[C:18](/[CH:20]=[CH:21]/[C:22]2[CH:27]=[CH:26][N:25]=[CH:24][CH:23]=2)[C:17]([OH:28])=[C:16]([CH:29]([CH3:31])[CH3:30])[CH:15]=1. (7) The product is: [C:1]([N:5]1[C:9](=[O:10])[C:8]([NH:30][CH2:29][CH2:28][CH2:27][CH2:26][C:20]2[CH:25]=[CH:24][CH:23]=[CH:22][CH:21]=2)=[C:7]([C:12]2[CH:17]=[CH:16][CH:15]=[CH:14][CH:13]=2)[S:6]1(=[O:19])=[O:18])([CH3:4])([CH3:3])[CH3:2]. Given the reactants [C:1]([N:5]1[C:9](=[O:10])[C:8](Cl)=[C:7]([C:12]2[CH:17]=[CH:16][CH:15]=[CH:14][CH:13]=2)[S:6]1(=[O:19])=[O:18])([CH3:4])([CH3:3])[CH3:2].[C:20]1([CH2:26][CH2:27][CH2:28][CH2:29][NH2:30])[CH:25]=[CH:24][CH:23]=[CH:22][CH:21]=1, predict the reaction product.